Dataset: Full USPTO retrosynthesis dataset with 1.9M reactions from patents (1976-2016). Task: Predict the reactants needed to synthesize the given product. Given the product [CH:18]1([N:21]2[C:29]3[C:24](=[C:25]([O:35][CH2:36][CH3:37])[CH:26]=[C:27]([C:30]([OH:32])=[O:31])[CH:28]=3)[CH:23]=[CH:22]2)[CH2:19][CH2:20]1, predict the reactants needed to synthesize it. The reactants are: C1(N2C3C(=C(OC)C=C(C(O)=O)C=3)C=C2)CC1.[CH:18]1([N:21]2[C:29]3[C:24](=[C:25]([O:35][CH2:36][CH3:37])[CH:26]=[C:27]([C:30]([O:32]CC)=[O:31])[CH:28]=3)[CH:23]=[CH:22]2)[CH2:20][CH2:19]1.